Dataset: Catalyst prediction with 721,799 reactions and 888 catalyst types from USPTO. Task: Predict which catalyst facilitates the given reaction. Reactant: [CH:1]([O:4][C:5]([N:7]1[CH2:12][CH2:11][CH:10]([O:13][C:14]2[C:19]([CH3:20])=[C:18](Cl)[N:17]=[CH:16][N:15]=2)[CH2:9][CH2:8]1)=[O:6])([CH3:3])[CH3:2].C([Si](C)(C)[O:27][CH2:28][CH2:29][C:30]1[CH:35]=[CH:34][C:33]([OH:36])=[C:32]([F:37])[CH:31]=1)(C)(C)C.C([O-])([O-])=O.[K+].[K+].CCCC[N+](CCCC)(CCCC)CCCC.[F-]. Product: [CH:1]([O:4][C:5]([N:7]1[CH2:12][CH2:11][CH:10]([O:13][C:14]2[C:19]([CH3:20])=[C:18]([O:36][C:33]3[CH:34]=[CH:35][C:30]([CH2:29][CH2:28][OH:27])=[CH:31][C:32]=3[F:37])[N:17]=[CH:16][N:15]=2)[CH2:9][CH2:8]1)=[O:6])([CH3:3])[CH3:2]. The catalyst class is: 827.